Predict the product of the given reaction. From a dataset of Forward reaction prediction with 1.9M reactions from USPTO patents (1976-2016). (1) Given the reactants [F:1][C:2]1[CH:7]=[CH:6][C:5]([C:8]2[NH:12][CH:11]=[C:10]([C:13]([O:15]C)=[O:14])[C:9]=2[CH3:17])=[C:4]([C:18]([F:21])([F:20])[F:19])[CH:3]=1.[OH-].[Na+].Cl, predict the reaction product. The product is: [F:1][C:2]1[CH:7]=[CH:6][C:5]([C:8]2[NH:12][CH:11]=[C:10]([C:13]([OH:15])=[O:14])[C:9]=2[CH3:17])=[C:4]([C:18]([F:21])([F:19])[F:20])[CH:3]=1. (2) Given the reactants [H-].[Na+].[SH:3][C:4]1[CH:5]=[C:6]([CH:10]=[CH:11][CH:12]=1)[C:7]([OH:9])=[O:8].Cl[C:14]1[CH:15]=[C:16]([CH:19]=[CH:20][N:21]=1)[C:17]#[N:18].Cl, predict the reaction product. The product is: [C:17]([C:16]1[CH:19]=[CH:20][N:21]=[C:14]([S:3][C:4]2[CH:5]=[C:6]([CH:10]=[CH:11][CH:12]=2)[C:7]([OH:9])=[O:8])[CH:15]=1)#[N:18]. (3) Given the reactants [Br:1][C:2]1[CH:7]=[CH:6][C:5]([C:8](=O)[CH2:9][C:10](=O)[C:11]([F:14])([F:13])[F:12])=[CH:4][CH:3]=1.Cl.[NH:18]([C:20]1[CH:21]=[CH:22][C:23]([S:26]([NH2:29])(=[O:28])=[O:27])=[N:24][CH:25]=1)[NH2:19], predict the reaction product. The product is: [Br:1][C:2]1[CH:7]=[CH:6][C:5]([C:8]2[N:18]([C:20]3[CH:21]=[CH:22][C:23]([S:26]([NH2:29])(=[O:28])=[O:27])=[N:24][CH:25]=3)[N:19]=[C:10]([C:11]([F:14])([F:13])[F:12])[CH:9]=2)=[CH:4][CH:3]=1. (4) Given the reactants [F:1][C:2]1[CH:19]=[CH:18][C:5]([C:6]([C:8]2[CH:15]=[CH:14][C:11]([C:12]#[N:13])=[CH:10][C:9]=2[CH2:16][OH:17])=[O:7])=[CH:4][CH:3]=1.N#N.C(OC(B)OC(C)C)(C)C, predict the reaction product. The product is: [F:1][C:2]1[CH:3]=[CH:4][C:5]([CH:6]([OH:7])[C:8]2[CH:15]=[CH:14][C:11]([C:12]#[N:13])=[CH:10][C:9]=2[CH2:16][OH:17])=[CH:18][CH:19]=1. (5) Given the reactants [CH2:1]([C:8]1[C:9]([CH2:24][CH3:25])=[C:10]([C:22]#[N:23])[C:11]2[N:12]([N:15]=[C:16]([C:18]([CH3:21])([CH3:20])[CH3:19])[N:17]=2)[C:13]=1O)[C:2]1[CH:7]=[CH:6][CH:5]=[CH:4][CH:3]=1.P(Cl)(Cl)([Cl:28])=O, predict the reaction product. The product is: [CH2:1]([C:8]1[C:9]([CH2:24][CH3:25])=[C:10]([C:22]#[N:23])[C:11]2[N:12]([N:15]=[C:16]([C:18]([CH3:21])([CH3:20])[CH3:19])[N:17]=2)[C:13]=1[Cl:28])[C:2]1[CH:7]=[CH:6][CH:5]=[CH:4][CH:3]=1.